From a dataset of Full USPTO retrosynthesis dataset with 1.9M reactions from patents (1976-2016). Predict the reactants needed to synthesize the given product. Given the product [Br:18][C:15]1[CH:14]=[CH:13][C:12]([N:7]2[C:6]([C:4]([OH:5])=[O:3])=[C:10]([F:11])[CH:9]=[N:8]2)=[CH:17][CH:16]=1, predict the reactants needed to synthesize it. The reactants are: C([O:3][C:4]([C:6]1[N:7]([C:12]2[CH:17]=[CH:16][C:15]([Br:18])=[CH:14][CH:13]=2)[N:8]=[CH:9][C:10]=1[F:11])=[O:5])C.[Li+].[OH-].